This data is from Forward reaction prediction with 1.9M reactions from USPTO patents (1976-2016). The task is: Predict the product of the given reaction. (1) Given the reactants ClC1N=NC(NS(CC2C=C(C#N)C=CC=2Cl)(=O)=O)=C(O)C=1.[Br:23][C:24]1[CH:25]=[C:26]([S:33]([NH:36][C:37]2[C:42]([O:43]C)=[CH:41][C:40]([Cl:45])=[CH:39][N:38]=2)(=[O:35])=[O:34])[CH:27]=[N:28][C:29]=1[N:30]([CH3:32])[CH3:31].ClC1N=NC(NS(CC2C=C(C#N)C=CC=2Cl)(=O)=O)=C(OC)C=1, predict the reaction product. The product is: [Br:23][C:24]1[CH:25]=[C:26]([S:33]([NH:36][C:37]2[C:42]([OH:43])=[CH:41][C:40]([Cl:45])=[CH:39][N:38]=2)(=[O:34])=[O:35])[CH:27]=[N:28][C:29]=1[N:30]([CH3:32])[CH3:31]. (2) The product is: [F:30][C:4]1[CH:3]=[C:2]([NH:1][C:57]([NH:56][C:54](=[O:55])[CH2:53][C:50]2[CH:51]=[CH:52][C:47]([F:46])=[CH:48][CH:49]=2)=[S:58])[CH:29]=[CH:28][C:5]=1[O:6][C:7]1[N:12]=[CH:11][N:10]=[C:9]([NH:13][C:14]([N:16]2[CH2:21][CH2:20][CH:19]([CH2:22][N:23]3[CH2:27][CH2:26][CH2:25][CH2:24]3)[CH2:18][CH2:17]2)=[O:15])[CH:8]=1. Given the reactants [NH2:1][C:2]1[CH:29]=[CH:28][C:5]([O:6][C:7]2[N:12]=[CH:11][N:10]=[C:9]([NH:13][C:14]([N:16]3[CH2:21][CH2:20][CH:19]([CH2:22][N:23]4[CH2:27][CH2:26][CH2:25][CH2:24]4)[CH2:18][CH2:17]3)=[O:15])[CH:8]=2)=[C:4]([F:30])[CH:3]=1.[C@]12(CS(O)(=O)=O)C(C)(C)C(CC1)CC2=O.[F:46][C:47]1[CH:52]=[CH:51][C:50]([CH2:53][C:54]([N:56]=[C:57]=[S:58])=[O:55])=[CH:49][CH:48]=1.C(OCC)C, predict the reaction product. (3) Given the reactants [CH3:1][O:2][C:3](=[O:30])[CH2:4][C:5]1[CH:6]=[C:7]([C:13]2[CH:18]=[CH:17][C:16]([C:19]([F:22])([F:21])[F:20])=[CH:15][C:14]=2[CH2:23][NH:24][CH:25]2[CH2:29][CH2:28][CH2:27][CH2:26]2)[C:8]([O:11][CH3:12])=[CH:9][CH:10]=1.[C:31](Cl)(=[O:33])[CH3:32], predict the reaction product. The product is: [CH3:1][O:2][C:3](=[O:30])[CH2:4][C:5]1[CH:6]=[C:7]([C:13]2[CH:18]=[CH:17][C:16]([C:19]([F:22])([F:20])[F:21])=[CH:15][C:14]=2[CH2:23][N:24]([C:31](=[O:33])[CH3:32])[CH:25]2[CH2:26][CH2:27][CH2:28][CH2:29]2)[C:8]([O:11][CH3:12])=[CH:9][CH:10]=1. (4) The product is: [CH3:1][S:2]([C:5]1[CH:6]=[CH:7][C:8]([S:14][CH3:15])=[C:9]([C:10]([N:27]2[CH2:26][CH2:25][N:24]([C:21]3[CH:20]=[CH:19][C:18]([C:17]([F:30])([F:31])[F:16])=[CH:23][CH:22]=3)[CH2:29][CH2:28]2)=[O:12])[CH:13]=1)(=[O:3])=[O:4]. Given the reactants [CH3:1][S:2]([C:5]1[CH:6]=[CH:7][C:8]([S:14][CH3:15])=[C:9]([CH:13]=1)[C:10]([OH:12])=O)(=[O:4])=[O:3].[F:16][C:17]([F:31])([F:30])[C:18]1[CH:23]=[CH:22][C:21]([N:24]2[CH2:29][CH2:28][NH:27][CH2:26][CH2:25]2)=[CH:20][CH:19]=1, predict the reaction product. (5) Given the reactants [F:1][C:2]([F:19])([C:7]1[CH:11]=[C:10]([NH2:12])[N:9]([C:13]2[CH:18]=[CH:17][CH:16]=[CH:15][CH:14]=2)[N:8]=1)[C:3]([F:6])([F:5])[F:4].C(=O)([O-])[O-].[K+].[K+].Cl[C:27]([O:29][C:30]1[CH:35]=[CH:34][CH:33]=[CH:32][CH:31]=1)=[O:28], predict the reaction product. The product is: [F:19][C:2]([F:1])([C:7]1[CH:11]=[C:10]([NH:12][C:27](=[O:28])[O:29][C:30]2[CH:35]=[CH:34][CH:33]=[CH:32][CH:31]=2)[N:9]([C:13]2[CH:14]=[CH:15][CH:16]=[CH:17][CH:18]=2)[N:8]=1)[C:3]([F:6])([F:5])[F:4]. (6) Given the reactants Br[C:2]1[CH:3]=[C:4]([C:9]([OH:11])=O)[CH:5]=[N:6][C:7]=1Cl.[Cl:12][C:13]1[CH:18]=[CH:17][C:16](B(O)O)=[CH:15][CH:14]=1.Cl.[NH2:23][C@@H:24]1[CH2:29][CH2:28][CH2:27][CH2:26][C@H:25]1[OH:30].[CH3:31][CH:32]([CH3:36])[CH2:33][CH2:34][OH:35], predict the reaction product. The product is: [Cl:12][C:13]1[CH:18]=[CH:17][C:16]([C:2]2[C:7]([O:35][CH2:34][CH2:33][CH:32]([CH3:36])[CH3:31])=[N:6][CH:5]=[C:4]([CH:3]=2)[C:9]([NH:23][C@@H:24]2[CH2:29][CH2:28][CH2:27][CH2:26][C@H:25]2[OH:30])=[O:11])=[CH:15][CH:14]=1. (7) Given the reactants [CH2:1]([Mg]Br)[CH3:2].CON(C)[C:8](=[O:18])[CH2:9][NH:10][C:11](=[O:17])[O:12][C:13]([CH3:16])([CH3:15])[CH3:14].C(OCC)(=O)C.[Cl-].[NH4+], predict the reaction product. The product is: [O:18]=[C:8]([CH2:1][CH3:2])[CH2:9][NH:10][C:11](=[O:17])[O:12][C:13]([CH3:15])([CH3:14])[CH3:16]. (8) Given the reactants [CH2:1]([N:8]1[C:12](=[O:13])[C:11](=[C:14]2[N:18]([CH3:19])[C:17]3[CH:20]=[C:21]([O:24][CH2:25][CH2:26]Cl)[CH:22]=[CH:23][C:16]=3[S:15]2)[S:10][C:9]1=[N:28][C:29]1[CH:30]=[C:31]([NH:38][C:39](=[O:44])[CH2:40][N:41]([CH3:43])[CH3:42])[CH:32]=[CH:33][C:34]=1[NH:35][CH2:36][CH3:37])[C:2]1[CH:7]=[CH:6][CH:5]=[CH:4][CH:3]=1.CN(C=O)C.[N-:50]=[N+:51]=[N-:52].[Na+].[I-].[Na+], predict the reaction product. The product is: [N:50]([CH2:26][CH2:25][O:24][C:21]1[CH:22]=[CH:23][C:16]2[S:15][C:14](=[C:11]3[S:10][C:9](=[N:28][C:29]4[CH:30]=[C:31]([NH:38][C:39](=[O:44])[CH2:40][N:41]([CH3:43])[CH3:42])[CH:32]=[CH:33][C:34]=4[NH:35][CH2:36][CH3:37])[N:8]([CH2:1][C:2]4[CH:7]=[CH:6][CH:5]=[CH:4][CH:3]=4)[C:12]3=[O:13])[N:18]([CH3:19])[C:17]=2[CH:20]=1)=[N+:51]=[N-:52].